This data is from Forward reaction prediction with 1.9M reactions from USPTO patents (1976-2016). The task is: Predict the product of the given reaction. (1) Given the reactants COC1C=CC=C(OC)C=1C(N[C@H]1CCC[C@@H]1[NH:13][C:14]1C=[CH:18][C:17]([C:20]([F:23])([F:22])[F:21])=[CH:16][N:15]=1)=O.Cl.[NH2:31][C@H:32]1[CH2:36][CH2:35][CH2:34][C@@H:33]1[NH:37][C:38](=[O:50])[C:39]1[CH:44]=[CH:43][CH:42]=[CH:41][C:40]=1[N:45]1[N:49]=[CH:48][CH:47]=[N:46]1.ClC1N=CC(C(F)(F)F)=CN=1, predict the reaction product. The product is: [N:49]1[N:45]([C:40]2[CH:41]=[CH:42][CH:43]=[CH:44][C:39]=2[C:38]([NH:37][C@H:33]2[CH2:34][CH2:35][CH2:36][C@@H:32]2[NH:31][C:14]2[N:13]=[CH:18][C:17]([C:20]([F:23])([F:22])[F:21])=[CH:16][N:15]=2)=[O:50])[N:46]=[CH:47][CH:48]=1. (2) Given the reactants C(OC(CNC1C=C(OC)C=CC=1[C@@H]1CCC2C=C(OC(=O)C(C)(C)C)C=CC=2C1)=O)C.C(OC(CC1C=CC(C(O)=O)=CC=1)=O)C1C=CC=CC=1.C([O:60][C:61]([CH2:63][C:64]1[CH:103]=[CH:102][C:67]([C:68]([CH2:70][CH2:71][O:72][C:73]([CH2:75][NH:76][C:77]2[CH:82]=[C:81]([O:83][CH3:84])[CH:80]=[CH:79][C:78]=2[C@@H:85]2[CH2:94][CH2:93][C:92]3[CH:91]=[C:90]([O:95][C:96](=[O:101])[C:97]([CH3:100])([CH3:99])[CH3:98])[CH:89]=[CH:88][C:87]=3[CH2:86]2)=[O:74])=[O:69])=[CH:66][CH:65]=1)=[O:62])C1C=CC=CC=1, predict the reaction product. The product is: [C:61]([CH2:63][C:64]1[CH:65]=[CH:66][C:67]([C:68]([CH2:70][CH2:71][O:72][C:73]([CH2:75][NH:76][C:77]2[CH:82]=[C:81]([O:83][CH3:84])[CH:80]=[CH:79][C:78]=2[C@@H:85]2[CH2:94][CH2:93][C:92]3[CH:91]=[C:90]([O:95][C:96](=[O:101])[C:97]([CH3:98])([CH3:100])[CH3:99])[CH:89]=[CH:88][C:87]=3[CH2:86]2)=[O:74])=[O:69])=[CH:102][CH:103]=1)([OH:62])=[O:60].